Dataset: Full USPTO retrosynthesis dataset with 1.9M reactions from patents (1976-2016). Task: Predict the reactants needed to synthesize the given product. (1) Given the product [Cl:27][C:14]1[CH:13]=[C:12]([NH:11][C:2]2[CH:7]=[N:6][C:5]([O:8][CH2:9][CH3:10])=[CH:4][CH:3]=2)[CH:26]=[CH:25][C:15]=1[C:16]([C:18]1[CH:23]=[CH:22][CH:21]=[CH:20][C:19]=1[CH3:24])=[O:17], predict the reactants needed to synthesize it. The reactants are: Br[C:2]1[CH:3]=[CH:4][C:5]([O:8][CH2:9][CH3:10])=[N:6][CH:7]=1.[NH2:11][C:12]1[CH:26]=[CH:25][C:15]([C:16]([C:18]2[CH:23]=[CH:22][CH:21]=[CH:20][C:19]=2[CH3:24])=[O:17])=[C:14]([Cl:27])[CH:13]=1.C(O[Na])(C)(C)C. (2) Given the product [CH3:37][N:38]([CH2:27][C:28]1[CH:33]=[CH:32][C:31]([CH2:34][N:17]2[CH:16]=[C:15]([CH3:23])[C:14]3[C:19](=[CH:20][CH:21]=[C:12]([C:3]4[CH:4]=[C:5]([CH:10]=[CH:11][C:2]=4[CH3:1])[C:6]([O:8][CH3:9])=[O:7])[CH:13]=3)[C:18]2=[O:22])=[CH:30][CH:29]=1)[CH3:39], predict the reactants needed to synthesize it. The reactants are: [CH3:1][C:2]1[CH:11]=[CH:10][C:5]([C:6]([O:8][CH3:9])=[O:7])=[CH:4][C:3]=1[C:12]1[CH:13]=[C:14]2[C:19](=[CH:20][CH:21]=1)[C:18](=[O:22])[NH:17][CH:16]=[C:15]2[CH3:23].[H-].[Na+].Cl[CH2:27][C:28]1[CH:33]=[CH:32][C:31]([CH2:34]Cl)=[CH:30][CH:29]=1.Cl.[CH3:37][NH:38][CH3:39]. (3) Given the product [OH:30][C:6]1[C:5]([C:3]([NH:31][CH2:32][CH2:33][CH2:34][C:35]([OH:37])=[O:36])=[O:4])=[N:14][CH:13]=[C:12]2[C:7]=1[CH:8]=[C:9]([C:24]1[CH:25]=[CH:26][CH:27]=[CH:28][CH:29]=1)[C:10](=[O:23])[N:11]2[C@@H:15]([C:17]1[CH:22]=[CH:21][CH:20]=[CH:19][CH:18]=1)[CH3:16], predict the reactants needed to synthesize it. The reactants are: CO[C:3]([C:5]1[C:6]([OH:30])=[C:7]2[C:12](=[CH:13][N:14]=1)[N:11]([C@@H:15]([C:17]1[CH:22]=[CH:21][CH:20]=[CH:19][CH:18]=1)[CH3:16])[C:10](=[O:23])[C:9]([C:24]1[CH:29]=[CH:28][CH:27]=[CH:26][CH:25]=1)=[CH:8]2)=[O:4].[NH2:31][CH2:32][CH2:33][CH2:34][C:35]([OH:37])=[O:36].C[O-].[Na+]. (4) Given the product [F:25][C:26]1[CH:27]=[CH:28][C:29]([CH2:30][N:31]2[CH2:35][CH2:34][N:33]([C:36]3[S:40][C:39]([C:41]([NH:55][CH2:54][C:52]4[S:53][C:49]([CH3:48])=[CH:50][CH:51]=4)=[O:42])=[C:38]([CH3:44])[CH:37]=3)[C:32]2=[O:45])=[CH:46][CH:47]=1, predict the reactants needed to synthesize it. The reactants are: CC1C=C(N2CCN(CCOC3C=CC=CC=3)C2=O)SC=1C(O)=O.[F:25][C:26]1[CH:47]=[CH:46][C:29]([CH2:30][N:31]2[CH2:35][CH2:34][N:33]([C:36]3[S:40][C:39]([C:41](O)=[O:42])=[C:38]([CH3:44])[CH:37]=3)[C:32]2=[O:45])=[CH:28][CH:27]=1.[CH3:48][C:49]1[S:53][C:52]([CH2:54][NH2:55])=[CH:51][CH:50]=1. (5) Given the product [NH2:1][C:2]1[CH:3]=[C:4]([CH:5]=[CH:6][CH:7]=1)[C:8]([C:10]1[CH:15]=[C:14]([C:16]2[C:17](=[O:22])[NH:18][CH:19]=[CH:20][CH:21]=2)[CH:13]=[C:12]([C:24]([CH3:27])([CH3:26])[CH3:25])[C:11]=1[O:28][CH3:29])=[O:9], predict the reactants needed to synthesize it. The reactants are: [NH2:1][C:2]1[CH:3]=[C:4]([C:8]([C:10]2[CH:15]=[C:14]([C:16]3[C:17]([O:22]C)=[N:18][CH:19]=[CH:20][CH:21]=3)[CH:13]=[C:12]([C:24]([CH3:27])([CH3:26])[CH3:25])[C:11]=2[O:28][CH3:29])=[O:9])[CH:5]=[CH:6][CH:7]=1.Br.C([O-])(O)=O.[Na+]. (6) Given the product [Cl:12][C:4]1[CH:5]=[C:6]([C:8]([F:11])([F:10])[F:9])[CH:7]=[C:2]([Cl:1])[C:3]=1[N:13]1[C:17]([N:18]([CH2:19][CH2:20][O:21][CH3:22])[CH3:35])=[C:16]([S:23]([C:26]([F:29])([F:27])[F:28])(=[O:24])=[O:25])[C:15]([C:30]#[N:31])=[N:14]1, predict the reactants needed to synthesize it. The reactants are: [Cl:1][C:2]1[CH:7]=[C:6]([C:8]([F:11])([F:10])[F:9])[CH:5]=[C:4]([Cl:12])[C:3]=1[N:13]1[C:17]([NH:18][CH2:19][CH2:20][O:21][CH3:22])=[C:16]([S:23]([C:26]([F:29])([F:28])[F:27])(=[O:25])=[O:24])[C:15]([C:30]#[N:31])=[N:14]1.[H-].[Na+].I[CH3:35].[Cl-].[NH4+].